This data is from Forward reaction prediction with 1.9M reactions from USPTO patents (1976-2016). The task is: Predict the product of the given reaction. (1) Given the reactants [OH:1][C:2]1[CH:7]=[CH:6][CH:5]=[CH:4][N:3]=1.[CH3:8][N:9]([C:13]1[CH:18]=[CH:17][CH:16]=[CH:15][CH:14]=1)[C:10](Cl)=[O:11], predict the reaction product. The product is: [N:3]1[CH:4]=[CH:5][CH:6]=[CH:7][C:2]=1[O:1][C:10](=[O:11])[N:9]([CH3:8])[C:13]1[CH:18]=[CH:17][CH:16]=[CH:15][CH:14]=1. (2) Given the reactants [Na].[CH2:2]([O:4][C:5](=[O:21])[CH:6]([CH2:12][C@H:13]([CH3:20])[CH2:14][CH2:15][O:16][CH2:17][CH:18]=[CH2:19])C(OCC)=O)[CH3:3].[N:22](OCCC(C)C)=[O:23].Cl, predict the reaction product. The product is: [CH2:2]([O:4][C:5](=[O:21])/[C:6](=[N:22]\[OH:23])/[CH2:12][C@H:13]([CH3:20])[CH2:14][CH2:15][O:16][CH2:17][CH:18]=[CH2:19])[CH3:3]. (3) Given the reactants [O:1]1[CH:6]=[CH:5][C:4](=O)[CH2:3][CH2:2]1.[NH:8]1[CH2:11][CH:10]([CH2:12][C:13]2[N:14]([CH3:39])[C:15]3[C:20]([N:21]=2)=[C:19]([N:22]2[CH2:27][CH2:26][O:25][CH2:24][CH2:23]2)[N:18]=[C:17]([N:28]2[C:32]4[CH:33]=[CH:34][CH:35]=[CH:36][C:31]=4[N:30]=[C:29]2[CH2:37][CH3:38])[N:16]=3)[CH2:9]1, predict the reaction product. The product is: [CH2:37]([C:29]1[N:28]([C:17]2[N:16]=[C:15]3[C:20]([N:21]=[C:13]([CH2:12][CH:10]4[CH2:11][N:8]([CH:4]5[CH2:5][CH2:6][O:1][CH2:2][CH2:3]5)[CH2:9]4)[N:14]3[CH3:39])=[C:19]([N:22]3[CH2:23][CH2:24][O:25][CH2:26][CH2:27]3)[N:18]=2)[C:32]2[CH:33]=[CH:34][CH:35]=[CH:36][C:31]=2[N:30]=1)[CH3:38]. (4) Given the reactants CC1C=CN=CC=1.[Li].[CH3:9][C:10]1([CH3:18])[CH2:15][CH2:14][CH2:13][C:12]([CH3:17])([CH3:16])[NH:11]1.C([Li:23])CCC.CC1(C)CCCC(C)(C)N1, predict the reaction product. The product is: [Li:23][N:11]1[C:12]([CH3:17])([CH3:16])[CH2:13][CH2:14][CH2:15][C:10]1([CH3:18])[CH3:9]. (5) Given the reactants [NH2:1][CH2:2][C:3]1([CH3:23])[CH2:22][CH2:21][CH2:20][C:5]2([O:9][C:8](=[O:10])[N:7]([C:11]3[CH:16]=[CH:15][CH:14]=[C:13]([O:17][CH2:18][CH3:19])[CH:12]=3)[CH2:6]2)[CH2:4]1.[Br:24][C:25]1[CH:26]=[C:27]([CH:30]=[C:31](F)[C:32]=1[N+:33]([O-:35])=[O:34])[C:28]#[N:29].C(=O)([O-])[O-].[K+].[K+], predict the reaction product. The product is: [Br:24][C:25]1[CH:26]=[C:27]([CH:30]=[C:31]([NH:1][CH2:2][C:3]2([CH3:23])[CH2:22][CH2:21][CH2:20][C:5]3([O:9][C:8](=[O:10])[N:7]([C:11]4[CH:16]=[CH:15][CH:14]=[C:13]([O:17][CH2:18][CH3:19])[CH:12]=4)[CH2:6]3)[CH2:4]2)[C:32]=1[N+:33]([O-:35])=[O:34])[C:28]#[N:29]. (6) The product is: [CH3:1][O:2][C:3]1[CH:8]=[CH:7][C:6]([CH2:9][CH:10]([CH3:11])[NH:20][CH2:13][C:14]2[CH:19]=[CH:18][CH:17]=[CH:16][CH:15]=2)=[CH:5][CH:4]=1. Given the reactants [CH3:1][O:2][C:3]1[CH:8]=[CH:7][C:6]([CH2:9][C:10](=O)[CH3:11])=[CH:5][CH:4]=1.[CH2:13]([NH2:20])[C:14]1[CH:19]=[CH:18][CH:17]=[CH:16][CH:15]=1.[H][H], predict the reaction product. (7) Given the reactants N1C2C(=NC=CC=2)N([O:10][C:11]2[C:20]3[C:15](=[CH:16][CH:17]=[CH:18][CH:19]=3)[N:14]=[CH:13][N:12]=2)N=1.[S:21]1[CH:25]=[CH:24][C:23](B(O)O)=[CH:22]1.C([O-])([O-])=O.[Cs+].[Cs+], predict the reaction product. The product is: [S:21]1[CH:25]=[CH:24][C:23]([O:10][C:11]2[C:20]3[C:15](=[CH:16][CH:17]=[CH:18][CH:19]=3)[N:14]=[CH:13][N:12]=2)=[CH:22]1.